Dataset: Merck oncology drug combination screen with 23,052 pairs across 39 cell lines. Task: Regression. Given two drug SMILES strings and cell line genomic features, predict the synergy score measuring deviation from expected non-interaction effect. (1) Drug 1: COC1CC2CCC(C)C(O)(O2)C(=O)C(=O)N2CCCCC2C(=O)OC(C(C)CC2CCC(OP(C)(C)=O)C(OC)C2)CC(=O)C(C)C=C(C)C(O)C(OC)C(=O)C(C)CC(C)C=CC=CC=C1C. Drug 2: NC1CCCCC1N.O=C(O)C(=O)O.[Pt+2]. Cell line: ES2. Synergy scores: synergy=-6.23. (2) Drug 1: CN(C)C(=N)N=C(N)N. Drug 2: O=C(O)C1(Cc2cccc(Nc3nccs3)n2)CCC(Oc2cccc(Cl)c2F)CC1. Cell line: COLO320DM. Synergy scores: synergy=5.30. (3) Drug 1: O=C(CCCCCCC(=O)Nc1ccccc1)NO. Drug 2: CCN(CC)CCNC(=O)c1c(C)[nH]c(C=C2C(=O)Nc3ccc(F)cc32)c1C. Cell line: LOVO. Synergy scores: synergy=1.12. (4) Drug 1: NC(=O)c1cccc2cn(-c3ccc(C4CCCNC4)cc3)nc12. Drug 2: CCC1(O)C(=O)OCc2c1cc1n(c2=O)Cc2cc3c(CN(C)C)c(O)ccc3nc2-1. Cell line: NCIH23. Synergy scores: synergy=9.13. (5) Drug 1: N#Cc1ccc(Cn2cncc2CN2CCN(c3cccc(Cl)c3)C(=O)C2)cc1. Drug 2: COC1CC2CCC(C)C(O)(O2)C(=O)C(=O)N2CCCCC2C(=O)OC(C(C)CC2CCC(OP(C)(C)=O)C(OC)C2)CC(=O)C(C)C=C(C)C(O)C(OC)C(=O)C(C)CC(C)C=CC=CC=C1C. Cell line: HCT116. Synergy scores: synergy=9.14.